From a dataset of Reaction yield outcomes from USPTO patents with 853,638 reactions. Predict the reaction yield, written as a fraction of the theoretical maximum amount of product (1.0 means a 100% yield; for example, 0.34 means a 34% yield). The reactants are [NH2:1][C:2]1[CH:3]=[C:4]2[C:20](=[O:21])[NH:19][N:18]=[CH:17][C:6]3=[C:7]([C:11]4[CH:16]=[CH:15][CH:14]=[CH:13][CH:12]=4)[NH:8][C:9]([CH:10]=1)=[C:5]23.[CH3:22][C:23]([O:26][C:27]([N:29]([CH3:42])[C@H:30]([CH2:34][C:35]1[CH:40]=[CH:39][C:38]([OH:41])=[CH:37][CH:36]=1)[C:31](O)=[O:32])=[O:28])([CH3:25])[CH3:24].C(N(CC)CC)C.F[P-](F)(F)(F)(F)F.N1(OC(N(C)C)=[N+](C)C)C2N=CC=CC=2N=N1. The catalyst is C(Cl)Cl.CN(C)C=O. The product is [OH:41][C:38]1[CH:39]=[CH:40][C:35]([CH2:34][C@@H:30]([N:29]([CH3:42])[C:27](=[O:28])[O:26][C:23]([CH3:22])([CH3:25])[CH3:24])[C:31](=[O:32])[NH:1][C:2]2[CH:3]=[C:4]3[C:20](=[O:21])[NH:19][N:18]=[CH:17][C:6]4=[C:7]([C:11]5[CH:12]=[CH:13][CH:14]=[CH:15][CH:16]=5)[NH:8][C:9]([CH:10]=2)=[C:5]34)=[CH:36][CH:37]=1. The yield is 0.780.